Predict the reactants needed to synthesize the given product. From a dataset of Full USPTO retrosynthesis dataset with 1.9M reactions from patents (1976-2016). (1) Given the product [C:1]([O:5][C:6](=[O:35])[CH2:7][C@H:8]([CH2:9][C@H:10]([CH3:19])[CH2:11][CH2:12][CH:13]1[CH2:14][CH2:15][CH2:16][CH2:17][CH2:18]1)[C:20]([OH:21])=[O:42])([CH3:2])([CH3:3])[CH3:4], predict the reactants needed to synthesize it. The reactants are: [C:1]([O:5][C:6](=[O:35])[CH2:7][C@@H:8]([C:20](N1[C@H](C)[C@@H](C2C=CC=CC=2)OC1=O)=[O:21])[CH2:9][C@H:10]([CH3:19])[CH2:11][CH2:12][CH:13]1[CH2:18][CH2:17][CH2:16][CH2:15][CH2:14]1)([CH3:4])([CH3:3])[CH3:2].O.[OH-].[Li+].OO.S([O-])([O-])=[O:42].[Na+].[Na+]. (2) Given the product [C:1]1([C:7]2[S:11][C:10]([CH2:12][CH2:13][NH:14][C:25](=[O:26])[C:24]3[CH:28]=[CH:29][CH:30]=[C:22]([C:19]4[N:18]=[C:17]([C:16]([F:32])([F:31])[F:15])[O:21][N:20]=4)[CH:23]=3)=[N:9][CH:8]=2)[CH:2]=[CH:3][CH:4]=[CH:5][CH:6]=1, predict the reactants needed to synthesize it. The reactants are: [C:1]1([C:7]2[S:11][C:10]([CH2:12][CH2:13][NH2:14])=[N:9][CH:8]=2)[CH:6]=[CH:5][CH:4]=[CH:3][CH:2]=1.[F:15][C:16]([F:32])([F:31])[C:17]1[O:21][N:20]=[C:19]([C:22]2[CH:23]=[C:24]([CH:28]=[CH:29][CH:30]=2)[C:25](O)=[O:26])[N:18]=1. (3) Given the product [CH3:13][O:11][C:10](=[O:12])[CH:9]=[CH:8][C:4]1[CH:5]=[CH:6][CH:7]=[C:2]([OH:1])[CH:3]=1, predict the reactants needed to synthesize it. The reactants are: [OH:1][C:2]1[CH:3]=[C:4]([CH:8]=[CH:9][C:10]([OH:12])=[O:11])[CH:5]=[CH:6][CH:7]=1.[CH3:13]O. (4) Given the product [CH3:3][CH:2]([C@@H:4]1[N:9]([CH2:10][C@H:11]2[CH2:16][N:15]([S:17]([C:20]3[S:21][CH:22]=[CH:23][CH:24]=3)(=[O:18])=[O:19])[CH2:14][CH2:13][N:12]2[C:25]2[CH:30]=[CH:29][C:28]([C@@:31]([OH:37])([CH3:36])[C:32]([F:33])([F:34])[F:35])=[CH:27][CH:26]=2)[CH2:8][CH2:7][NH:6][C:5]1=[O:38])[CH3:1], predict the reactants needed to synthesize it. The reactants are: [CH3:1][CH:2]([C@@H:4]1[N:9]([CH2:10][C@H:11]2[CH2:16][N:15]([S:17]([C:20]3[S:21][CH:22]=[CH:23][CH:24]=3)(=[O:19])=[O:18])[CH2:14][CH2:13][N:12]2[C:25]2[CH:30]=[CH:29][C:28]([C@:31]([OH:37])([CH3:36])[C:32]([F:35])([F:34])[F:33])=[CH:27][CH:26]=2)[CH2:8][CH2:7][NH:6][C:5]1=[O:38])[CH3:3].CC([C@H]1N(C[C@H]2CN(S(C3SC=CC=3)(=O)=O)CCN2C2C=CC([C@](O)(C)C(F)(F)F)=CC=2)CCNC1=O)C.CC([C@H]1N(C[C@H]2CN(S(C3SC=CC=3)(=O)=O)CCN2C2C=CC([C@@](O)(C)C(F)(F)F)=CC=2)CCNC1=O)C. (5) Given the product [CH:26]1([CH:21]([N:37]2[CH:41]=[C:40]([C:42]3[C:43]4[CH:50]=[CH:49][N:48]([CH2:51][O:52][CH2:53][CH2:54][Si:55]([CH3:58])([CH3:57])[CH3:56])[C:44]=4[N:45]=[CH:46][N:47]=3)[CH:39]=[N:38]2)[CH2:14][CH:15]=[CH2:20])[CH2:25][CH2:24][CH2:23][CH2:22]1, predict the reactants needed to synthesize it. The reactants are: CC(C)([O-])C.[K+].[Br-].C1([C:14]([PH3+])([C:21]2[CH:26]=[CH:25][CH:24]=[CH:23][CH:22]=2)[C:15]2[CH:20]=CC=CC=2)C=CC=CC=1.C1(C([N:37]2[CH:41]=[C:40]([C:42]3[C:43]4[CH:50]=[CH:49][N:48]([CH2:51][O:52][CH2:53][CH2:54][Si:55]([CH3:58])([CH3:57])[CH3:56])[C:44]=4[N:45]=[CH:46][N:47]=3)[CH:39]=[N:38]2)CC=O)CCCC1.